Dataset: Peptide-MHC class II binding affinity with 134,281 pairs from IEDB. Task: Regression. Given a peptide amino acid sequence and an MHC pseudo amino acid sequence, predict their binding affinity value. This is MHC class II binding data. (1) The peptide sequence is LPKPPKPVSKMRMATPLLMGALPM. The MHC is DRB1_0401 with pseudo-sequence DRB1_0401. The binding affinity (normalized) is 0.543. (2) The peptide sequence is SWMVRILIGLLVLWI. The MHC is DRB1_1501 with pseudo-sequence DRB1_1501. The binding affinity (normalized) is 0.109. (3) The peptide sequence is TNTNPDQKCITALAS. The MHC is DRB1_1302 with pseudo-sequence DRB1_1302. The binding affinity (normalized) is 0.153. (4) The binding affinity (normalized) is 0.147. The peptide sequence is TPAETTVRLRAYMNTPGLPV. The MHC is DRB1_0301 with pseudo-sequence DRB1_0301.